This data is from HIV replication inhibition screening data with 41,000+ compounds from the AIDS Antiviral Screen. The task is: Binary Classification. Given a drug SMILES string, predict its activity (active/inactive) in a high-throughput screening assay against a specified biological target. (1) The molecule is c1ccc([Se]C2CCCCCCCCCCC23SCCCS3)cc1. The result is 0 (inactive). (2) The drug is CCCNC(=N)NC#N. The result is 0 (inactive). (3) The molecule is O=C(C=Cc1ccc(O)c(O)c1)OCCc1ccc2ccccc2c1. The result is 0 (inactive). (4) The molecule is CN=C1CC2c3cc(OC)c(OC)cc3CCN2C2=C1C(=O)CC(C)(C)C2.Cl. The result is 0 (inactive). (5) The molecule is CC(=O)OC1(C(C)=O)CCC2C3C=C(Cl)C4=CC(=O)CCC4(C)C3CCC21C. The result is 0 (inactive).